From a dataset of Reaction yield outcomes from USPTO patents with 853,638 reactions. Predict the reaction yield, written as a fraction of the theoretical maximum amount of product (1.0 means a 100% yield; for example, 0.34 means a 34% yield). (1) The reactants are [NH2:1][C:2]1[C:7]([C:8]([F:11])([F:10])[F:9])=[CH:6][C:5]([C:12]([F:15])([F:14])[F:13])=[CH:4][C:3]=1[NH:16][C:17](=O)[CH2:18][N:19]1[CH2:24][CH2:23][N:22]([C:25]([O:27][C:28]([CH3:31])([CH3:30])[CH3:29])=[O:26])[CH2:21][C:20]1=[O:32]. The catalyst is C1COCC1.CC(O)=O. The product is [F:11][C:8]([F:10])([F:9])[C:7]1[C:2]2[N:1]=[C:17]([CH2:18][N:19]3[CH2:24][CH2:23][N:22]([C:25]([O:27][C:28]([CH3:30])([CH3:29])[CH3:31])=[O:26])[CH2:21][C:20]3=[O:32])[NH:16][C:3]=2[CH:4]=[C:5]([C:12]([F:15])([F:13])[F:14])[CH:6]=1. The yield is 0.920. (2) The reactants are N(C(OCC)=O)=NC(OCC)=O.[N:13]1([CH2:18]/[CH:19]=[CH:20]/[CH2:21][OH:22])[CH2:17][CH2:16][CH2:15][CH2:14]1.[Cl:23][N:24]([C:32]1[C:41]2[C:36](=[CH:37][C:38](O)=[C:39]([O:42][CH3:43])[CH:40]=2)[N:35]=[CH:34][N:33]=1)[C:25]1[CH:30]=[CH:29][CH:28]=[CH:27][C:26]=1[F:31].C1(P(C2C=CC=CC=2)C2C=CC=CC=2)C=CC=CC=1.C(Cl)[Cl:65]. No catalyst specified. The product is [ClH:23].[Cl:65][C:28]1[CH:29]=[CH:30][C:25]([NH:24][C:32]2[C:41]3[C:36](=[CH:37][C:38]([O:22][CH2:21]/[CH:20]=[CH:19]/[CH2:18][N:13]4[CH2:17][CH2:16][CH2:15][CH2:14]4)=[C:39]([O:42][CH3:43])[CH:40]=3)[N:35]=[CH:34][N:33]=2)=[C:26]([F:31])[CH:27]=1. The yield is 0.330. (3) The reactants are [F-].[K+].CN(C)C=O.[CH2:8]([O:10][C:11]([C:13]1[N:17]([CH3:18])[N:16]=[C:15]([CH:19]2[CH2:21][CH2:20]2)[C:14]=1I)=[O:12])[CH3:9].C[Si](C)(C)[C:25]([F:28])([F:27])[F:26]. The catalyst is C(OCC)(=O)C.[Cu]I.O. The product is [CH:19]1([C:15]2[C:14]([C:25]([F:28])([F:27])[F:26])=[C:13]([C:11]([O:10][CH2:8][CH3:9])=[O:12])[N:17]([CH3:18])[N:16]=2)[CH2:21][CH2:20]1. The yield is 0.860. (4) The reactants are [Cl-].[F:2][C:3]1[CH:28]=[CH:27][C:6]([CH2:7][P+](C2C=CC=CC=2)(C2C=CC=CC=2)C2C=CC=CC=2)=[CH:5][CH:4]=1.[H-].[Na+].O=[C:32]1[CH2:37][CH2:36][N:35]([C:38]([O:40][C:41]([CH3:44])([CH3:43])[CH3:42])=[O:39])[CH2:34][CH2:33]1. The catalyst is C1COCC1. The product is [C:41]([O:40][C:38]([N:35]1[CH2:36][CH2:37][C:32](=[CH:7][C:6]2[CH:5]=[CH:4][C:3]([F:2])=[CH:28][CH:27]=2)[CH2:33][CH2:34]1)=[O:39])([CH3:44])([CH3:42])[CH3:43]. The yield is 0.700. (5) The reactants are Br[CH2:2][C:3]([C:5]1[C:6]([CH:29]2[CH2:32][CH2:31][CH2:30]2)=[CH:7][C:8]([CH3:28])=[C:9]([CH:27]=1)[C:10]([N:12]1[CH2:17][CH2:16][C:15]([C:19]2[CH:26]=[CH:25][C:22]([C:23]#[N:24])=[CH:21][CH:20]=2)([F:18])[CH2:14][CH2:13]1)=[O:11])=O.Cl.[C:34](=[NH:37])([NH2:36])[CH3:35].C(=O)([O-])[O-].[K+].[K+]. The catalyst is CC#N. The product is [CH:29]1([C:6]2[C:5]([C:3]3[NH:37][C:34]([CH3:35])=[N:36][CH:2]=3)=[CH:27][C:9]([C:10]([N:12]3[CH2:13][CH2:14][C:15]([C:19]4[CH:20]=[CH:21][C:22]([C:23]#[N:24])=[CH:25][CH:26]=4)([F:18])[CH2:16][CH2:17]3)=[O:11])=[C:8]([CH3:28])[CH:7]=2)[CH2:30][CH2:31][CH2:32]1. The yield is 0.350. (6) The reactants are [OH-].[Na+].[CH3:3][O:4][C:5](=[O:18])[C:6]1[CH:11]=[CH:10][C:9]([O:12]C(=O)C)=[CH:8][C:7]=1[O:16][CH3:17].Cl. The catalyst is C1COCC1.CO.O. The product is [CH3:3][O:4][C:5](=[O:18])[C:6]1[CH:11]=[CH:10][C:9]([OH:12])=[CH:8][C:7]=1[O:16][CH3:17]. The yield is 0.330. (7) The reactants are [NH2:1][C:2]1[CH:3]=[CH:4][C:5]([S:12](=[O:25])(=[O:24])[NH:13][C:14]2[CH:15]=[CH:16][C:17]3[CH2:21][O:20][B:19]([OH:22])[C:18]=3[CH:23]=2)=[C:6]([CH2:8][C:9]([OH:11])=O)[CH:7]=1.[CH:26]1([NH2:31])[CH2:30][CH2:29][CH2:28][CH2:27]1.C1CN([P+](ON2N=NC3C=CC=CC2=3)(N2CCCC2)N2CCCC2)CC1.F[P-](F)(F)(F)(F)F.O. The catalyst is CN(C=O)C. The yield is 0.0600. The product is [NH2:1][C:2]1[CH:3]=[CH:4][C:5]([S:12](=[O:25])(=[O:24])[NH:13][C:14]2[CH:15]=[CH:16][C:17]3[CH2:21][O:20][B:19]([OH:22])[C:18]=3[CH:23]=2)=[C:6]([CH2:8][C:9]([NH:31][CH:26]2[CH2:30][CH2:29][CH2:28][CH2:27]2)=[O:11])[CH:7]=1.